This data is from Catalyst prediction with 721,799 reactions and 888 catalyst types from USPTO. The task is: Predict which catalyst facilitates the given reaction. (1) Reactant: [OH-].[Na+].C([O:5][C:6](=[O:44])[CH2:7][CH2:8][NH:9][C:10](=[O:43])[C:11]1[CH:16]=[CH:15][C:14]([O:17][CH:18]([C:25]2[CH:30]=[CH:29][C:28]([C:31]3[CH:36]=[CH:35][C:34]([C:37]([F:40])([F:39])[F:38])=[CH:33][CH:32]=3)=[C:27]([CH3:41])[CH:26]=2)[CH2:19][CH2:20][CH2:21][CH2:22][CH2:23][CH3:24])=[C:13]([F:42])[CH:12]=1)C. Product: [F:42][C:13]1[CH:12]=[C:11]([CH:16]=[CH:15][C:14]=1[O:17][CH:18]([C:25]1[CH:30]=[CH:29][C:28]([C:31]2[CH:36]=[CH:35][C:34]([C:37]([F:38])([F:39])[F:40])=[CH:33][CH:32]=2)=[C:27]([CH3:41])[CH:26]=1)[CH2:19][CH2:20][CH2:21][CH2:22][CH2:23][CH3:24])[C:10]([NH:9][CH2:8][CH2:7][C:6]([OH:44])=[O:5])=[O:43]. The catalyst class is: 8. (2) Reactant: [C:7](O[C:7](=[O:11])[CH2:8][CH2:9][CH3:10])(=[O:11])[CH2:8][CH2:9][CH3:10].[Cl:12][CH2:13][C@@H:14]([OH:38])[CH2:15][O:16][C:17]1[CH:22]=[CH:21][C:20]([C:23]([C:26]2[CH:37]=[CH:36][C:29]([O:30][CH2:31][C@H:32]([OH:35])[CH2:33][OH:34])=[CH:28][CH:27]=2)([CH3:25])[CH3:24])=[CH:19][CH:18]=1. Product: [C:7]([O:34][CH2:33][C@@H:32]([O:35][C:7](=[O:11])[CH2:8][CH2:9][CH3:10])[CH2:31][O:30][C:29]1[CH:28]=[CH:27][C:26]([C:23]([C:20]2[CH:19]=[CH:18][C:17]([O:16][CH2:15][C@H:14]([O:38][C:7](=[O:11])[CH2:8][CH2:9][CH3:10])[CH2:13][Cl:12])=[CH:22][CH:21]=2)([CH3:25])[CH3:24])=[CH:37][CH:36]=1)(=[O:11])[CH2:8][CH2:9][CH3:10]. The catalyst class is: 377. (3) Reactant: [OH:1][C@H:2]1[CH2:7][CH2:6][CH2:5][C@@H:4]([NH:8][C:9](=[O:15])[O:10][C:11]([CH3:14])([CH3:13])[CH3:12])[CH2:3]1.[H-].[Na+].I[CH3:19]. Product: [CH3:19][O:1][C@H:2]1[CH2:7][CH2:6][CH2:5][C@@H:4]([NH:8][C:9](=[O:15])[O:10][C:11]([CH3:12])([CH3:14])[CH3:13])[CH2:3]1. The catalyst class is: 1. (4) Product: [Cl:1][C:2]1[CH:7]=[CH:6][CH:5]=[CH:4][C:3]=1[C:8](=[O:13])[C:9](=[O:11])[CH3:10]. The catalyst class is: 2. Reactant: [Cl:1][C:2]1[CH:7]=[CH:6][CH:5]=[CH:4][C:3]=1[CH2:8][C:9](=[O:11])[CH3:10].[Cr](Cl)([O-])(=O)=[O:13].[NH+]1C=CC=CC=1. (5) Reactant: C([O:8][C:9]1[CH:10]=[C:11]([F:20])[C:12]([CH2:15][C:16]([O:18][CH3:19])=[O:17])=[N:13][CH:14]=1)C1C=CC=CC=1. Product: [F:20][C:11]1[C:12]([CH2:15][C:16]([O:18][CH3:19])=[O:17])=[N:13][CH:14]=[C:9]([OH:8])[CH:10]=1. The catalyst class is: 19. (6) Reactant: Br[C:2]([Br:5])(Br)Br.OC[C@@H:8]1[CH2:13][CH2:12][CH2:11][N:10]([C:14]([O:16][C:17]([CH3:20])([CH3:19])[CH3:18])=[O:15])[CH2:9]1.C1(P(C2C=CC=CC=2)C2C=CC=CC=2)C=CC=CC=1. Product: [Br:5][CH2:2][C@@H:12]1[CH2:13][CH2:8][CH2:9][N:10]([C:14]([O:16][C:17]([CH3:20])([CH3:19])[CH3:18])=[O:15])[CH2:11]1. The catalyst class is: 2.